This data is from Forward reaction prediction with 1.9M reactions from USPTO patents (1976-2016). The task is: Predict the product of the given reaction. (1) The product is: [F:12][C:13]1[C:18]([F:19])=[CH:17][CH:16]=[CH:15][C:14]=1[C@@H:20]1[CH2:30][CH2:29][C@@H:28]([O:31][Si:32]([CH:36]([CH3:38])[CH3:37])([CH:39]([CH3:41])[CH3:40])[CH:33]([CH3:34])[CH3:35])[C:23]2=[N+:24]([O-:9])[CH:25]=[CH:26][CH:27]=[C:22]2[CH2:21]1. Given the reactants C1C=C(Cl)C=C(C(OO)=[O:9])C=1.[F:12][C:13]1[C:18]([F:19])=[CH:17][CH:16]=[CH:15][C:14]=1[C@@H:20]1[CH2:30][CH2:29][C@@H:28]([O:31][Si:32]([CH:39]([CH3:41])[CH3:40])([CH:36]([CH3:38])[CH3:37])[CH:33]([CH3:35])[CH3:34])[C:23]2=[N:24][CH:25]=[CH:26][CH:27]=[C:22]2[CH2:21]1, predict the reaction product. (2) Given the reactants [CH:1]1([CH2:5][O:6][C:7]2[N:12]=[C:11](S(C)(=O)=O)[C:10]([C:17]3[CH:22]=[CH:21][C:20]([Cl:23])=[CH:19][CH:18]=3)=[C:9]([C:24]3[CH:29]=[CH:28][C:27]([Cl:30])=[CH:26][C:25]=3[Cl:31])[N:8]=2)[CH2:4][CH2:3][CH2:2]1.C([Li])CCC.[OH:37][C:38]1[CH:39]=[N:40][C:41]([F:44])=[CH:42][CH:43]=1, predict the reaction product. The product is: [CH:1]1([CH2:5][O:6][C:7]2[N:12]=[C:11]([O:37][C:38]3[CH:39]=[N:40][C:41]([F:44])=[CH:42][CH:43]=3)[C:10]([C:17]3[CH:22]=[CH:21][C:20]([Cl:23])=[CH:19][CH:18]=3)=[C:9]([C:24]3[CH:29]=[CH:28][C:27]([Cl:30])=[CH:26][C:25]=3[Cl:31])[N:8]=2)[CH2:4][CH2:3][CH2:2]1. (3) Given the reactants [F:1][C:2]([F:13])([F:12])[C:3]1[C:8]([C:9](Cl)=[O:10])=[CH:7][CH:6]=[CH:5][N:4]=1.[C:14]([C:17]1[C:18]([OH:27])=[C:19]([CH:24]=[CH:25][CH:26]=1)[C:20]([O:22][CH3:23])=[O:21])(=[O:16])[CH3:15].C1CCN2C(=NCCC2)CC1.O, predict the reaction product. The product is: [OH:27][C:18]1[C:17]([C:14](=[O:16])[CH2:15][C:9](=[O:10])[C:8]2[C:3]([C:2]([F:13])([F:12])[F:1])=[N:4][CH:5]=[CH:6][CH:7]=2)=[CH:26][CH:25]=[CH:24][C:19]=1[C:20]([O:22][CH3:23])=[O:21]. (4) Given the reactants [Br:1][C:2]1[CH:3]=[N:4][CH:5]=[C:6]([N+:9]([O-:11])=[O:10])[C:7]=1Cl.[NH:12]1[CH2:17][CH2:16][CH2:15][C@H:14]([NH:18][C:19](=[O:28])[O:20][CH2:21][C:22]2[CH:27]=[CH:26][CH:25]=[CH:24][CH:23]=2)[CH2:13]1.C(N(CC)CC)C, predict the reaction product. The product is: [Br:1][C:2]1[CH:3]=[N:4][CH:5]=[C:6]([N+:9]([O-:11])=[O:10])[C:7]=1[N:12]1[CH2:17][CH2:16][CH2:15][C@H:14]([NH:18][C:19](=[O:28])[O:20][CH2:21][C:22]2[CH:27]=[CH:26][CH:25]=[CH:24][CH:23]=2)[CH2:13]1. (5) Given the reactants [C:1]([O:5][C:6](=[O:19])[NH:7][C:8]1[S:9][C:10]([C:13]#[C:14][Si](C)(C)C)=[CH:11][N:12]=1)([CH3:4])([CH3:3])[CH3:2].I[C:21]1[CH:22]=[C:23]([CH:43]=[CH:44][C:45]=1[CH3:46])[C:24]([NH:26][C:27]1[CH:32]=[C:31]([C:33]([F:36])([F:35])[F:34])[CH:30]=[C:29]([N:37]2[CH:41]=[C:40]([CH3:42])[N:39]=[CH:38]2)[CH:28]=1)=[O:25].CCCC[N+](CCCC)(CCCC)CCCC.[F-].C(N(C(C)C)CC)(C)C, predict the reaction product. The product is: [C:1]([O:5][C:6](=[O:19])[NH:7][C:8]1[S:9][C:10]([C:13]#[C:14][C:21]2[CH:22]=[C:23]([C:24](=[O:25])[NH:26][C:27]3[CH:32]=[C:31]([C:33]([F:36])([F:35])[F:34])[CH:30]=[C:29]([N:37]4[CH:41]=[C:40]([CH3:42])[N:39]=[CH:38]4)[CH:28]=3)[CH:43]=[CH:44][C:45]=2[CH3:46])=[CH:11][N:12]=1)([CH3:4])([CH3:3])[CH3:2]. (6) Given the reactants [N:1]1[CH:6]=[CH:5][CH:4]=[C:3](/[CH:7]=[CH:8]/[CH2:9][CH:10]([OH:12])[CH3:11])[CH:2]=1.[C:13]1([CH3:23])[CH:18]=[CH:17][C:16]([S:19](Cl)(=[O:21])=[O:20])=[CH:15][CH:14]=1, predict the reaction product. The product is: [C:13]1([CH3:23])[CH:18]=[CH:17][C:16]([S:19]([O:12][CH:10]([CH2:9]/[CH:8]=[CH:7]/[C:3]2[CH:2]=[N:1][CH:6]=[CH:5][CH:4]=2)[CH3:11])(=[O:21])=[O:20])=[CH:15][CH:14]=1. (7) Given the reactants Br[C:2]1[CH:7]=[C:6]([F:8])[C:5]([CH2:9][OH:10])=[C:4]([CH2:11][CH3:12])[CH:3]=1.[B:13]1([B:13]2[O:17][C:16]([CH3:19])([CH3:18])[C:15]([CH3:21])([CH3:20])[O:14]2)[O:17][C:16]([CH3:19])([CH3:18])[C:15]([CH3:21])([CH3:20])[O:14]1.C([O-])(=O)C.[K+], predict the reaction product. The product is: [CH2:11]([C:4]1[CH:3]=[C:2]([B:13]2[O:17][C:16]([CH3:19])([CH3:18])[C:15]([CH3:21])([CH3:20])[O:14]2)[CH:7]=[C:6]([F:8])[C:5]=1[CH2:9][OH:10])[CH3:12]. (8) Given the reactants [Cl:1][C:2]1[CH:8]=[C:7]([CH3:9])[C:5]([NH2:6])=[C:4]([CH3:10])[CH:3]=1.[C:11]([O:17][CH3:18])(=[O:16])[CH2:12][C:13]([CH3:15])=O, predict the reaction product. The product is: [Cl:1][C:2]1[CH:8]=[C:7]([CH3:9])[C:5]([NH:6]/[C:13](/[CH3:15])=[CH:12]\[C:11]([O:17][CH3:18])=[O:16])=[C:4]([CH3:10])[CH:3]=1. (9) Given the reactants [Cl:1][C:2]1[N:3]=[C:4](Cl)[C:5]2[CH2:10][O:9][CH:8]([C:11]3[CH:16]=[CH:15][C:14]([F:17])=[CH:13][CH:12]=3)[C:6]=2[N:7]=1.CC[N:21]([CH:25]([CH3:27])[CH3:26])C(C)C.[CH2:28]1COC[CH2:29]1, predict the reaction product. The product is: [Cl:1][C:2]1[N:3]=[C:4]([NH:21][C@@H:25]([CH:26]2[CH2:29][CH2:28]2)[CH3:27])[C:5]2[CH2:10][O:9][CH:8]([C:11]3[CH:16]=[CH:15][C:14]([F:17])=[CH:13][CH:12]=3)[C:6]=2[N:7]=1.